Dataset: Cav3 T-type calcium channel HTS with 100,875 compounds. Task: Binary Classification. Given a drug SMILES string, predict its activity (active/inactive) in a high-throughput screening assay against a specified biological target. (1) The molecule is S(c1c([N+]([O-])=O)cc(C(=O)NC(C)(C)C)cc1)c1ccccc1. The result is 0 (inactive). (2) The molecule is o1c2c(nc1c1ccc(NC(=O)c3occc3)cc1)c1c(cc2)cccc1. The result is 0 (inactive). (3) The compound is O(c1c(c2nn(CC(=O)NCCOC)c(=O)cc2)cccc1)C. The result is 0 (inactive). (4) The drug is S(c1nc(N2CCOCC2)c2c(CC(OC2)(C)C)c1C#N)Cc1ccc(OC)cc1. The result is 0 (inactive). (5) The result is 0 (inactive). The molecule is Clc1ccc(NC(OCC(N2C(SCC2=O)c2ccc(cc2)C)CC)=O)cc1. (6) The molecule is S(=O)(=O)(N(Cc1ccc(cc1)C(=O)NCc1ccccc1)c1ncccc1)c1ccccc1. The result is 0 (inactive).